Dataset: Forward reaction prediction with 1.9M reactions from USPTO patents (1976-2016). Task: Predict the product of the given reaction. Given the reactants [C:1]([O:5][C:6](=[O:17])[NH:7][CH:8]([C:11]1[CH:16]=[CH:15][CH:14]=[CH:13][CH:12]=1)[CH2:9]O)([CH3:4])([CH3:3])[CH3:2].[C:18]1(=[O:28])[NH:22][C:21](=[O:23])[C:20]2=[CH:24][CH:25]=[CH:26][CH:27]=[C:19]12.C1(P(C2C=CC=CC=2)C2C=CC=CC=2)C=CC=CC=1.N(C(OCC)=O)=NC(OCC)=O, predict the reaction product. The product is: [C:1]([O:5][C:6](=[O:17])[NH:7][C@H:8]([C:11]1[CH:16]=[CH:15][CH:14]=[CH:13][CH:12]=1)[CH2:9][N:22]1[C:18](=[O:28])[C:19]2[C:20](=[CH:24][CH:25]=[CH:26][CH:27]=2)[C:21]1=[O:23])([CH3:4])([CH3:3])[CH3:2].